Dataset: Full USPTO retrosynthesis dataset with 1.9M reactions from patents (1976-2016). Task: Predict the reactants needed to synthesize the given product. (1) Given the product [Cl:15][C:16]1[CH:21]=[C:20]([C:2]2[CH:14]=[CH:13][C:5]3[NH:6][C:7](=[O:12])[O:8][C:9]([CH3:11])([CH3:10])[C:4]=3[CH:3]=2)[CH:19]=[CH:18][CH:17]=1, predict the reactants needed to synthesize it. The reactants are: Br[C:2]1[CH:14]=[CH:13][C:5]2[NH:6][C:7](=[O:12])[O:8][C:9]([CH3:11])([CH3:10])[C:4]=2[CH:3]=1.[Cl:15][C:16]1[CH:17]=[C:18](B(O)O)[CH:19]=[CH:20][CH:21]=1.C(=O)([O-])[O-].[Na+].[Na+]. (2) Given the product [CH3:1][O:2][C:3]1[CH:4]=[C:5]2[C:10](=[CH:11][CH:12]=1)[C:9]([CH2:13][C:14]1[CH:19]=[CH:18][C:17]([O:20][CH2:21][CH2:22][N:23]3[CH2:28][CH2:27][CH2:26][CH2:25][CH2:24]3)=[CH:16][CH:15]=1)=[C:8]([C:58]1[CH:63]=[C:62]([F:64])[C:61]([F:65])=[C:60]([F:66])[C:59]=1[F:67])[CH:7]=[CH:6]2, predict the reactants needed to synthesize it. The reactants are: [CH3:1][O:2][C:3]1[CH:4]=[C:5]2[C:10](=[CH:11][CH:12]=1)[C:9]([CH2:13][C:14]1[CH:19]=[CH:18][C:17]([O:20][CH2:21][CH2:22][N:23]3[CH2:28][CH2:27][CH2:26][CH2:25][CH2:24]3)=[CH:16][CH:15]=1)=[C:8](OS(C(F)(F)F)(=O)=O)[CH:7]=[CH:6]2.B1(B2OC(C)(C)C(C)(C)O2)OC(C)(C)C(C)(C)O1.[F-].[Cs+].Br[C:58]1[CH:63]=[C:62]([F:64])[C:61]([F:65])=[C:60]([F:66])[C:59]=1[F:67].